The task is: Predict the reactants needed to synthesize the given product.. This data is from Full USPTO retrosynthesis dataset with 1.9M reactions from patents (1976-2016). (1) The reactants are: [CH2:1]([O:3][C:4](=[O:12])[CH2:5]P(OC)(OC)=O)[CH3:2].CC([O-])(C)C.[K+].[F:19][C:20]1[CH:27]=[C:26]([F:28])[CH:25]=[C:24]([F:29])[C:21]=1[CH:22]=O.[Cl-].[NH4+]. Given the product [F:19][C:20]1[CH:27]=[C:26]([F:28])[CH:25]=[C:24]([F:29])[C:21]=1/[CH:22]=[CH:5]/[C:4]([O:3][CH2:1][CH3:2])=[O:12], predict the reactants needed to synthesize it. (2) Given the product [ClH:13].[OH:15][C@H:16]([C:41]1[CH:42]=[CH:43][CH:44]=[CH:45][CH:46]=1)[CH2:17][NH:18][C:19]1[CH:24]=[CH:23][C:22]([CH2:25][CH2:26][NH:27][CH2:28][C@H:29]([OH:40])[C:30]2[CH:35]=[CH:34][C:33]([OH:36])=[C:32]([NH:37][CH:38]=[O:39])[CH:31]=2)=[CH:21][CH:20]=1.[OH:15][C@H:16]([C:41]1[CH:42]=[CH:43][CH:44]=[CH:45][CH:46]=1)[CH2:17][NH:18][C:19]1[CH:24]=[CH:23][C:22]([CH2:25][CH2:26][NH:27][CH2:28][C@H:29]([OH:40])[C:30]2[CH:35]=[CH:34][C:33]([OH:36])=[C:32]([NH:37][CH:38]=[O:39])[CH:31]=2)=[CH:21][CH:20]=1, predict the reactants needed to synthesize it. The reactants are: C1(N)C(F)=C(F)C(F)=C(N)C=1F.[ClH:13].Cl.[OH:15][C@H:16]([C:41]1[CH:46]=[CH:45][CH:44]=[CH:43][CH:42]=1)[CH2:17][NH:18][C:19]1[CH:24]=[CH:23][C:22]([CH2:25][CH2:26][NH:27][CH2:28][C@H:29]([OH:40])[C:30]2[CH:35]=[CH:34][C:33]([OH:36])=[C:32]([NH:37][CH:38]=[O:39])[CH:31]=2)=[CH:21][CH:20]=1.[OH-].[Na+].Cl. (3) The reactants are: [C:1]([NH:4][C:5]1[CH:6]=[C:7]([NH:15][C:16]2[C:21]([N+:22]([O-])=O)=[CH:20][CH:19]=[CH:18][N:17]=2)[CH:8]=[C:9]([C:11]([O:13][CH3:14])=[O:12])[CH:10]=1)(=[O:3])[CH3:2]. Given the product [C:1]([NH:4][C:5]1[CH:6]=[C:7]([NH:15][C:16]2[C:21]([NH2:22])=[CH:20][CH:19]=[CH:18][N:17]=2)[CH:8]=[C:9]([C:11]([O:13][CH3:14])=[O:12])[CH:10]=1)(=[O:3])[CH3:2], predict the reactants needed to synthesize it.